Predict the reactants needed to synthesize the given product. From a dataset of Full USPTO retrosynthesis dataset with 1.9M reactions from patents (1976-2016). (1) Given the product [CH2:1]([N:8]1[C:16]2[C:11](=[CH:12][C:13]([C:23]3[CH:24]=[CH:25][CH:26]=[C:21]([O:20][C:19]([F:18])([F:30])[F:31])[CH:22]=3)=[CH:14][CH:15]=2)[CH:10]=[CH:9]1)[C:2]1[CH:7]=[CH:6][CH:5]=[CH:4][CH:3]=1, predict the reactants needed to synthesize it. The reactants are: [CH2:1]([N:8]1[C:16]2[C:11](=[CH:12][C:13](Br)=[CH:14][CH:15]=2)[CH:10]=[CH:9]1)[C:2]1[CH:7]=[CH:6][CH:5]=[CH:4][CH:3]=1.[F:18][C:19]([F:31])([F:30])[O:20][C:21]1[CH:22]=[C:23](B(O)O)[CH:24]=[CH:25][CH:26]=1.C(=O)([O-])[O-].[K+].[K+]. (2) Given the product [F:29][C:28]([F:31])([F:30])[S:25]([O:11][CH2:10][C:9]([C:6]1[CH:5]=[CH:4][C:3]([CH:2]([F:1])[F:14])=[CH:8][CH:7]=1)([F:12])[F:13])(=[O:26])=[O:24], predict the reactants needed to synthesize it. The reactants are: [F:1][CH:2]([F:14])[C:3]1[CH:8]=[CH:7][C:6]([C:9]([F:13])([F:12])[CH2:10][OH:11])=[CH:5][CH:4]=1.CCN(C(C)C)C(C)C.[O:24](S(C(F)(F)F)(=O)=O)[S:25]([C:28]([F:31])([F:30])[F:29])(=O)=[O:26]. (3) The reactants are: [CH3:1][NH:2][CH2:3][CH3:4].[C:5]([C:9]1[CH:10]=[C:11]([C:20]2[O:21][C:22]([CH3:36])=[C:23]([CH2:25][CH2:26][O:27][C:28]3[CH:33]=[CH:32][C:31]([CH:34]=O)=[CH:30][CH:29]=3)[N:24]=2)[CH:12]=[C:13]([C:16]([CH3:19])([CH3:18])[CH3:17])[C:14]=1[OH:15])([CH3:8])([CH3:7])[CH3:6].[BH4-].[Na+].N.C(Cl)[Cl:41]. Given the product [OH2:15].[ClH:41].[C:16]([C:13]1[CH:12]=[C:11]([C:20]2[O:21][C:22]([CH3:36])=[C:23]([CH2:25][CH2:26][O:27][C:28]3[CH:29]=[CH:30][C:31]([CH3:34])=[CH:32][C:33]=3[CH2:1][NH:2][CH2:3][CH3:4])[N:24]=2)[CH:10]=[C:9]([C:5]([CH3:6])([CH3:8])[CH3:7])[C:14]=1[OH:15])([CH3:18])([CH3:19])[CH3:17], predict the reactants needed to synthesize it. (4) Given the product [F:13][C@H:11]1[CH2:12][N:8]([S:42]([C:38]2[CH:39]=[CH:40][CH:41]=[C:36]([F:35])[CH:37]=2)(=[O:44])=[O:43])[C@H:9]([C:14]([NH:32][CH2:31][C:27]2[CH:26]=[C:25]([C:22]3[CH:21]=[CH:20][C:19]([C:18]([F:17])([F:33])[F:34])=[CH:24][CH:23]=3)[N:30]=[CH:29][N:28]=2)=[O:16])[CH2:10]1, predict the reactants needed to synthesize it. The reactants are: C(OC([N:8]1[CH2:12][C@H:11]([F:13])[CH2:10][C@H:9]1[C:14]([OH:16])=O)=O)(C)(C)C.[F:17][C:18]([F:34])([F:33])[C:19]1[CH:24]=[CH:23][C:22]([C:25]2[N:30]=[CH:29][N:28]=[C:27]([CH2:31][NH2:32])[CH:26]=2)=[CH:21][CH:20]=1.[F:35][C:36]1[CH:37]=[C:38]([S:42](Cl)(=[O:44])=[O:43])[CH:39]=[CH:40][CH:41]=1.